Dataset: Forward reaction prediction with 1.9M reactions from USPTO patents (1976-2016). Task: Predict the product of the given reaction. (1) Given the reactants Br[C:2]1[CH:14]=[CH:13][C:5]2[O:6][C:7]3[CH:12]=[CH:11][CH:10]=[CH:9][C:8]=3[C:4]=2[CH:3]=1.C([Li])CCC.[B:20](OC)([O:23]C)[O:21]C.Cl, predict the reaction product. The product is: [CH:3]1[C:4]2[C:8]3[CH:9]=[CH:10][CH:11]=[CH:12][C:7]=3[O:6][C:5]=2[CH:13]=[CH:14][C:2]=1[B:20]([OH:23])[OH:21]. (2) Given the reactants [C:1]([Si:5]([CH3:18])([CH3:17])[O:6][C:7]1[CH:8]=[CH:9][C:10]([N+:14]([O-])=O)=[C:11]([CH:13]=1)[NH2:12])([CH3:4])([CH3:3])[CH3:2], predict the reaction product. The product is: [C:1]([Si:5]([CH3:18])([CH3:17])[O:6][C:7]1[CH:8]=[CH:9][C:10]([NH2:14])=[C:11]([NH2:12])[CH:13]=1)([CH3:4])([CH3:3])[CH3:2]. (3) Given the reactants [CH:1]1([N:4]([CH:12]([C:14]2[CH:23]=[C:22]([OH:24])[C:21]3[C:16](=[CH:17][CH:18]=[CH:19][CH:20]=3)[CH:15]=2)[CH3:13])[C:5](=[O:11])[O:6][C:7]([CH3:10])([CH3:9])[CH3:8])[CH2:3][CH2:2]1.[C:25](=O)([O-])[O-].[K+].[K+].CN(C)C=O.CI, predict the reaction product. The product is: [CH:1]1([N:4]([CH:12]([C:14]2[CH:23]=[C:22]([O:24][CH3:25])[C:21]3[C:16](=[CH:17][CH:18]=[CH:19][CH:20]=3)[CH:15]=2)[CH3:13])[C:5](=[O:11])[O:6][C:7]([CH3:9])([CH3:10])[CH3:8])[CH2:2][CH2:3]1.